Dataset: Full USPTO retrosynthesis dataset with 1.9M reactions from patents (1976-2016). Task: Predict the reactants needed to synthesize the given product. Given the product [NH2:16][C:5]1[C:6]([NH:8][C:9]2[CH:14]=[CH:13][C:12]([CH3:15])=[CH:11][CH:10]=2)=[N:7][C:2]([Cl:1])=[CH:3][CH:4]=1, predict the reactants needed to synthesize it. The reactants are: [Cl:1][C:2]1[N:7]=[C:6]([NH:8][C:9]2[CH:14]=[CH:13][C:12]([CH3:15])=[CH:11][CH:10]=2)[C:5]([N+:16]([O-])=O)=[CH:4][CH:3]=1.O.O.[Sn](Cl)Cl.C([O-])([O-])=O.[K+].[K+].